Dataset: Catalyst prediction with 721,799 reactions and 888 catalyst types from USPTO. Task: Predict which catalyst facilitates the given reaction. (1) Reactant: [CH2:1]([N:3]([CH2:6][CH3:7])[CH2:4][CH3:5])[CH3:2].ICC.Cl.N1CC[CH:15]([C:18]2[CH:22]=[C:21]([NH:23][C:24]3[N:25]=[CH:26][C:27]4[S:32][C:31]([C:33]([NH2:35])=[O:34])=[C:30]([C:36]5[CH:41]=[CH:40][CH:39]=[CH:38][C:37]=5[O:42][C:43]([F:46])([F:45])[F:44])[C:28]=4[N:29]=3)[N:20]([CH:47]([CH3:49])[CH3:48])[N:19]=2)CC1. Product: [CH2:1]([N:3]1[CH2:6][CH2:7][CH:15]([C:18]2[CH:22]=[C:21]([NH:23][C:24]3[N:25]=[CH:26][C:27]4[S:32][C:31]([C:33]([NH2:35])=[O:34])=[C:30]([C:36]5[CH:41]=[CH:40][CH:39]=[CH:38][C:37]=5[O:42][C:43]([F:46])([F:44])[F:45])[C:28]=4[N:29]=3)[N:20]([CH:47]([CH3:49])[CH3:48])[N:19]=2)[CH2:5][CH2:4]1)[CH3:2]. The catalyst class is: 39. (2) Reactant: [F:1][CH:2]([F:39])[C:3]1[CH:7]=[C:6]([CH:8]([F:10])[F:9])[N:5]([CH2:11][C:12]([N:14]2[CH2:19][CH2:18][CH:17]([C:20]3[S:21][CH:22]=[C:23]([C:25]4[CH2:29][CH:28]([C:30]5[C:35]([F:36])=[CH:34][CH:33]=[C:32]([OH:37])[C:31]=5[F:38])[O:27][N:26]=4)[N:24]=3)[CH2:16][CH2:15]2)=[O:13])[N:4]=1.C(=O)([O-])[O-].[K+].[K+].[I-].[K+].Br[CH2:49][C:50]#[CH:51].[Cl-].[NH4+]. Product: [F:39][CH:2]([F:1])[C:3]1[CH:7]=[C:6]([CH:8]([F:9])[F:10])[N:5]([CH2:11][C:12]([N:14]2[CH2:15][CH2:16][CH:17]([C:20]3[S:21][CH:22]=[C:23]([C:25]4[CH2:29][CH:28]([C:30]5[C:35]([F:36])=[CH:34][CH:33]=[C:32]([O:37][CH2:51][C:50]#[CH:49])[C:31]=5[F:38])[O:27][N:26]=4)[N:24]=3)[CH2:18][CH2:19]2)=[O:13])[N:4]=1. The catalyst class is: 885. (3) The catalyst class is: 5. Reactant: [Cl:1][C:2]1[CH:19]=[CH:18][C:5]([O:6][CH2:7][C:8]2[CH:17]=[CH:16][C:11]([CH2:12][N:13]=[N+]=[N-])=[CH:10][CH:9]=2)=[CH:4][CH:3]=1.CCN(CC)CC.Cl[Sn]Cl. Product: [Cl:1][C:2]1[CH:3]=[CH:4][C:5]([O:6][CH2:7][C:8]2[CH:17]=[CH:16][C:11]([CH2:12][NH2:13])=[CH:10][CH:9]=2)=[CH:18][CH:19]=1. (4) Reactant: Br[C:2]1[CH:7]=[CH:6][C:5]([C:8]2[N:9]([CH2:14][C@@H:15]3[CH2:19][CH2:18][N:17]([C:20]([CH:22]4[CH2:24][CH2:23]4)=[O:21])[CH2:16]3)[C:10](=[O:13])[NH:11][N:12]=2)=[CH:4][C:3]=1[F:25].CC1(C)C(C)(C)OB([C:34]2[CH:35]=[C:36]3[C:40](=[CH:41][CH:42]=2)[NH:39][CH:38]=[CH:37]3)O1.C([O-])([O-])=O.[Cs+].[Cs+].O1CCOCC1. Product: [CH:22]1([C:20]([N:17]2[CH2:18][CH2:19][C@@H:15]([CH2:14][N:9]3[C:8]([C:5]4[CH:6]=[CH:7][C:2]([C:34]5[CH:35]=[C:36]6[C:40](=[CH:41][CH:42]=5)[NH:39][CH:38]=[CH:37]6)=[C:3]([F:25])[CH:4]=4)=[N:12][NH:11][C:10]3=[O:13])[CH2:16]2)=[O:21])[CH2:24][CH2:23]1. The catalyst class is: 103. (5) Reactant: [Cl:1][C:2]1[CH:3]=[C:4]2[C:9](=[CH:10][CH:11]=1)[NH:8][C:7](=O)[C:6]([C:13](O)=[O:14])=[C:5]2[C:16]1[CH:21]=[CH:20][CH:19]=[CH:18][CH:17]=1.P(Cl)(Cl)([Cl:24])=O.[C:27]([O:31][CH2:32][CH:33]1[C:45]2[CH:44]=[CH:43][CH:42]=[CH:41][C:40]=2[C:39]2[C:34]1=[CH:35][CH:36]=[CH:37][CH:38]=2)(=[O:30])[NH:28][NH2:29]. Product: [CH:35]1[C:34]2[CH:33]([CH2:32][O:31][C:27]([NH:28][NH:29][C:13]([C:6]3[C:7]([Cl:24])=[N:8][C:9]4[C:4]([C:5]=3[C:16]3[CH:21]=[CH:20][CH:19]=[CH:18][CH:17]=3)=[CH:3][C:2]([Cl:1])=[CH:11][CH:10]=4)=[O:14])=[O:30])[C:45]3[C:40](=[CH:41][CH:42]=[CH:43][CH:44]=3)[C:39]=2[CH:38]=[CH:37][CH:36]=1. The catalyst class is: 6. (6) Reactant: [OH:1][B:2]1[C@@H:7]([NH:8][C:9](=[O:17])[CH2:10][CH2:11][C:12]2[S:16][CH:15]=[N:14][CH:13]=2)[CH2:6][C:5]2[CH:18]=[CH:19][CH:20]=[C:21]([C:22]([OH:24])=[O:23])[C:4]=2[O:3]1. Product: [CH2:21]([O:23][C:22]([C:21]1[C:4]2[O:3][B:2]([OH:1])[CH:7]([NH:8][C:9](=[O:17])[CH2:10][CH2:11][C:12]3[S:16][CH:15]=[N:14][CH:13]=3)[CH2:6][C:5]=2[CH:18]=[CH:19][CH:20]=1)=[O:24])[CH2:4][CH2:5][CH3:6]. The catalyst class is: 51. (7) Reactant: [CH3:1][N:2]([CH:15]1[CH2:20][CH2:19][N:18]([CH3:21])[CH2:17][CH2:16]1)[C:3]1[O:4][C:5]2[CH:11]=[CH:10][C:9]([N+:12]([O-])=O)=[CH:8][C:6]=2[N:7]=1. Product: [CH3:1][N:2]([CH:15]1[CH2:20][CH2:19][N:18]([CH3:21])[CH2:17][CH2:16]1)[C:3]1[O:4][C:5]2[CH:11]=[CH:10][C:9]([NH2:12])=[CH:8][C:6]=2[N:7]=1. The catalyst class is: 770.